From a dataset of Catalyst prediction with 721,799 reactions and 888 catalyst types from USPTO. Predict which catalyst facilitates the given reaction. Reactant: [CH3:1][O:2][C:3]([CH:5]1[CH2:10][CH2:9][CH:8]([CH2:11][NH2:12])[CH2:7][CH2:6]1)=[O:4].[C:13](N1C=CN=C1)([N:15]1[CH:19]=[CH:18][N:17]=[CH:16]1)=[O:14]. Product: [CH3:1][O:2][C:3]([CH:5]1[CH2:10][CH2:9][CH:8]([CH2:11][NH:12][C:13]([N:15]2[CH:19]=[CH:18][N:17]=[CH:16]2)=[O:14])[CH2:7][CH2:6]1)=[O:4]. The catalyst class is: 9.